This data is from Forward reaction prediction with 1.9M reactions from USPTO patents (1976-2016). The task is: Predict the product of the given reaction. (1) Given the reactants [Cl:1][C:2]1[C:34]([CH3:35])=[CH:33][C:5]([O:6][CH2:7][CH2:8][CH2:9][C:10]2[C:18]3[C:13](=[C:14]([C:19]4[C:20]([CH2:26][OH:27])=[N:21][N:22]([CH3:25])[C:23]=4[CH3:24])[CH:15]=[CH:16][CH:17]=3)[NH:12][C:11]=2[C:28]([O:30]CC)=[O:29])=[CH:4][C:3]=1[CH3:36].Cl.Cl[CH2:39][CH2:40][N:41]([CH3:43])[CH3:42].[OH-].[Na+].O1CCCC1, predict the reaction product. The product is: [Cl:1][C:2]1[C:34]([CH3:35])=[CH:33][C:5]([O:6][CH2:7][CH2:8][CH2:9][C:10]2[C:18]3[C:13](=[C:14]([C:19]4[C:20]([CH2:26][O:27][CH2:39][CH2:40][N:41]([CH3:43])[CH3:42])=[N:21][N:22]([CH3:25])[C:23]=4[CH3:24])[CH:15]=[CH:16][CH:17]=3)[NH:12][C:11]=2[C:28]([OH:30])=[O:29])=[CH:4][C:3]=1[CH3:36]. (2) Given the reactants [C:1]([C:3]1[CH:4]=[N:5][N:6]2[C:11]([C:12]([F:15])([F:14])[F:13])=[CH:10][C:9]([C:16]3[CH:21]=[CH:20][C:19]([C:22]([F:25])([F:24])[F:23])=[CH:18][CH:17]=3)=[N:8][C:7]=12)#[CH:2].Br[C:27]1[S:28][C:29]([S:32]([OH:35])(=[O:34])=[O:33])=[CH:30][N:31]=1, predict the reaction product. The product is: [F:15][C:12]([F:14])([F:13])[C:11]1[N:6]2[N:5]=[CH:4][C:3]([C:1]#[C:2][C:27]3[S:28][C:29]([S:32]([OH:35])(=[O:34])=[O:33])=[CH:30][N:31]=3)=[C:7]2[N:8]=[C:9]([C:16]2[CH:21]=[CH:20][C:19]([C:22]([F:25])([F:24])[F:23])=[CH:18][CH:17]=2)[CH:10]=1. (3) Given the reactants [Cl:1][C:2]1[CH:7]=[C:6]([C:8]([CH3:11])([CH3:10])[CH3:9])[CH:5]=[CH:4][C:3]=1[S:12]([NH:15][C:16]1[CH:20]=[CH:19][S:18][C:17]=1[C:21]([O:23]C)=[O:22])(=[O:14])=[O:13].[OH-].[Li+], predict the reaction product. The product is: [C:8]([C:6]1[CH:5]=[CH:4][C:3]([S:12]([NH:15][C:16]2[CH:20]=[CH:19][S:18][C:17]=2[C:21]([OH:23])=[O:22])(=[O:13])=[O:14])=[C:2]([Cl:1])[CH:7]=1)([CH3:11])([CH3:9])[CH3:10]. (4) Given the reactants [C:1]1([CH:11]=O)[C:10]2[C:5](=[CH:6][CH:7]=[CH:8][CH:9]=2)[CH:4]=[CH:3][CH:2]=1.CC([O-])=O.[Na+].[NH:18]([CH3:20])[CH3:19].Cl.CC(O)=O.[BH-](OC(C)=O)(OC(C)=O)OC(C)=O.[Na+], predict the reaction product. The product is: [CH3:19][N:18]([CH3:20])[CH2:11][C:1]1[C:10]2[C:5](=[CH:6][CH:7]=[CH:8][CH:9]=2)[CH:4]=[CH:3][CH:2]=1. (5) Given the reactants [C:1](#[N:8])[C:2]1[CH:7]=[CH:6][CH:5]=[CH:4][CH:3]=1.Cl[Sn](Cl)(Cl)Cl.[C:14]([O:20][CH2:21][CH3:22])(=[O:19])[CH2:15][C:16]([CH3:18])=[O:17].C([O-])(O)=O.[Na+], predict the reaction product. The product is: [CH2:21]([O:20][C:14](=[O:19])[C:15](=[C:1]([NH2:8])[C:2]1[CH:7]=[CH:6][CH:5]=[CH:4][CH:3]=1)[C:16](=[O:17])[CH3:18])[CH3:22]. (6) Given the reactants [F:1][C:2]1[CH:3]=[C:4]([CH:14]=[C:15]([F:17])[CH:16]=1)[CH2:5][NH:6][C:7](=[O:13])[CH:8]([CH3:12])[C:9]([OH:11])=[O:10].[CH3:18]C(C)(C(OCC)=O)C(OCC)=O, predict the reaction product. The product is: [F:1][C:2]1[CH:3]=[C:4]([CH:14]=[C:15]([F:17])[CH:16]=1)[CH2:5][NH:6][C:7](=[O:13])[C:8]([CH3:18])([CH3:12])[C:9]([OH:11])=[O:10]. (7) Given the reactants [Cl:1][C:2]1[CH:3]=[C:4]([C:8]2[C:13]3[N:14]([CH2:17][C@H:18]4[CH2:23][CH2:22][C@H:21]([CH3:24])[CH2:20][CH2:19]4)[CH:15]=[N:16][C:12]=3[CH:11]=[C:10]([C:25]#[N:26])[N:9]=2)[CH:5]=[N:6][CH:7]=1.P([O-])([O-])(O)=O.[Na+].[Na+].[Br:34]N1C(C)(C)C(=O)N(Br)C1=O, predict the reaction product. The product is: [Br:34][C:15]1[N:14]([CH2:17][C@H:18]2[CH2:23][CH2:22][C@H:21]([CH3:24])[CH2:20][CH2:19]2)[C:13]2[C:8]([C:4]3[CH:5]=[N:6][CH:7]=[C:2]([Cl:1])[CH:3]=3)=[N:9][C:10]([C:25]#[N:26])=[CH:11][C:12]=2[N:16]=1. (8) Given the reactants C(=O)CCCCCCCC=O.[CH3:12][CH:13]([CH2:16][CH2:17][CH2:18][CH2:19][CH2:20][CH:21]=O)[CH:14]=O.[NH3:23].[H][H].C([N:28]([CH2:31]C)CC)C, predict the reaction product. The product is: [CH:31]([NH2:28])([NH2:23])[CH2:21][CH2:20][CH2:19][CH2:18][CH2:17][CH2:16][CH2:13][CH3:14].[CH3:12][CH:13]([CH2:16][CH2:17][CH2:18][CH2:19][CH2:20][CH3:21])[CH:14]([NH2:28])[NH2:23]. (9) Given the reactants [CH3:1][O:2][C:3]1[CH:27]=[CH:26][C:6]([CH2:7][N:8]2[C:17]3[C:12](=[CH:13][C:14]([CH2:18][CH2:19][C:20]([O:22]CC)=[O:21])=[CH:15][CH:16]=3)[CH2:11][CH2:10][C:9]2=[O:25])=[CH:5][CH:4]=1.C1COCC1.CO.[Li+].[OH-], predict the reaction product. The product is: [CH3:1][O:2][C:3]1[CH:27]=[CH:26][C:6]([CH2:7][N:8]2[C:17]3[C:12](=[CH:13][C:14]([CH2:18][CH2:19][C:20]([OH:22])=[O:21])=[CH:15][CH:16]=3)[CH2:11][CH2:10][C:9]2=[O:25])=[CH:5][CH:4]=1. (10) Given the reactants Cl[C:2]1[S:6][N:5]=[C:4]([S:7][CH3:8])[N:3]=1.[N:9]1[CH:14]=[CH:13][CH:12]=[N:11][C:10]=1[CH2:15][OH:16].[H-].[Na+].[Cl-].[Na+], predict the reaction product. The product is: [N:9]1[CH:14]=[CH:13][CH:12]=[N:11][C:10]=1[CH2:15][O:16][C:2]1[S:6][N:5]=[C:4]([S:7][CH3:8])[N:3]=1.